Dataset: Reaction yield outcomes from USPTO patents with 853,638 reactions. Task: Predict the reaction yield, written as a fraction of the theoretical maximum amount of product (1.0 means a 100% yield; for example, 0.34 means a 34% yield). (1) The reactants are [CH2:1]([N:8]1[C@@H:13]2[C@H:14]([C:16]#[N:17])[CH2:15][C@@:9]1([C:43]1[CH:48]=[CH:47][CH:46]=[CH:45][CH:44]=1)[C@H:10]([O:18][C@H:19]([C:29]1[CH:34]=[C:33]([C:35]([F:38])([F:37])[F:36])[CH:32]=[C:31]([C:39]([F:42])([F:41])[F:40])[CH:30]=1)[CH2:20][O:21][CH2:22][C:23]1[CH:28]=[CH:27][CH:26]=[CH:25][CH:24]=1)[CH2:11][CH2:12]2)[C:2]1[CH:7]=[CH:6][CH:5]=[CH:4][CH:3]=1.[N-:49]=[N+:50]=[N-:51].[Na+].[Cl-].[NH4+].Cl.C(N(CC)CC)C. The catalyst is CN(C)C=O.C(OCC)(=O)C. The product is [CH2:1]([N:8]1[C@@H:13]2[C@H:14]([C:16]3[NH:51][N:50]=[N:49][N:17]=3)[CH2:15][C@@:9]1([C:43]1[CH:48]=[CH:47][CH:46]=[CH:45][CH:44]=1)[C@H:10]([O:18][C@H:19]([C:29]1[CH:34]=[C:33]([C:35]([F:37])([F:38])[F:36])[CH:32]=[C:31]([C:39]([F:40])([F:41])[F:42])[CH:30]=1)[CH2:20][O:21][CH2:22][C:23]1[CH:28]=[CH:27][CH:26]=[CH:25][CH:24]=1)[CH2:11][CH2:12]2)[C:2]1[CH:7]=[CH:6][CH:5]=[CH:4][CH:3]=1. The yield is 0.530. (2) The reactants are [CH3:1][O:2][C:3]([C:5]1([C:8]2[CH:13]=[CH:12][C:11]([O:14]C)=[C:10]([N+:16]([O-:18])=[O:17])[CH:9]=2)[CH2:7][CH2:6]1)=[O:4].B(Br)(Br)Br.O. The catalyst is C(Cl)Cl. The product is [CH3:1][O:2][C:3]([C:5]1([C:8]2[CH:13]=[CH:12][C:11]([OH:14])=[C:10]([N+:16]([O-:18])=[O:17])[CH:9]=2)[CH2:6][CH2:7]1)=[O:4]. The yield is 0.780. (3) The reactants are O1[CH2:6][CH2:5][CH2:4][O:3][O:2]1.[NH2:7][C:8]1[CH:13]=[CH:12][C:11]([C:14]2[CH:19]=[CH:18][CH:17]=[CH:16][CH:15]=2)=[CH:10][CH:9]=1.C(O[BH-](O[C:30](=[O:32])[CH3:31])OC(=O)C)(=O)C.[Na+].O. The catalyst is ClCCl. The product is [C:11]1([C:14]2[CH:19]=[CH:18][CH:17]=[CH:16][CH:15]=2)[CH:10]=[CH:9][C:8]([NH:7][CH:18]2[CH2:6][CH2:5][C:4]3([O:3][O:2][CH:31]([C:14]([C:11]4[CH:12]=[CH:13][CH:8]=[CH:9][CH:10]=4)=[CH2:15])[CH2:30][O:32]3)[CH2:16][CH2:17]2)=[CH:13][CH:12]=1. The yield is 0.705. (4) The reactants are C(OC1C=C(F)C=C2C=1C(CC(N1CC3C(=CC=CC=3)C1)=O)=C[N:13]2CC)C1C=CC=CC=1.[CH2:33]([N:36]1[C:44]2[C:39](=[C:40]3[O:48][CH2:47][CH2:46][O:45][C:41]3=[CH:42][CH:43]=2)[C:38]([CH2:49][C:50]([OH:52])=O)=[CH:37]1)[CH2:34][CH3:35]. No catalyst specified. The product is [CH2:33]([N:36]1[C:44]2[C:39](=[C:40]3[O:48][CH2:47][CH2:46][O:45][C:41]3=[CH:42][CH:43]=2)[C:38]([CH2:49][C:50]([NH2:13])=[O:52])=[CH:37]1)[CH2:34][CH3:35]. The yield is 1.00. (5) The reactants are [F:1][C:2]1[CH:3]=[C:4]([CH:10]2[CH2:14][CH2:13][CH2:12][C:11]2=[O:15])[CH:5]=[C:6]([F:9])[C:7]=1[F:8].[C:16](Cl)([N:18]=[C:19]=[O:20])=[O:17]. The catalyst is C(OCC)(=O)C. The product is [F:1][C:2]1[CH:3]=[C:4]([CH:10]2[C:11]3[O:15][C:19](=[O:20])[NH:18][C:16](=[O:17])[C:12]=3[CH2:13][CH2:14]2)[CH:5]=[C:6]([F:9])[C:7]=1[F:8]. The yield is 0.464. (6) The reactants are [CH3:1][CH:2]([CH:9]1[C:25]2([CH3:26])[CH:12]([CH:13]3[CH:22]([CH2:23][CH2:24]2)[C:21]2(C)[C:16]([CH2:17]C(OC(=O)NCCCCCC([N:38]4[CH2:42][CH:41](O)[CH:40](C(C5C=CC=CC=5)OC(C5C=CC(OC)=CC=5)C5C=CC(OC)=CC=5)[CH2:39]4)=O)C[CH2:20]2)=[CH:15][CH2:14]3)[CH2:11][CH2:10]1)[CH2:3][CH2:4][CH2:5][CH:6]([CH3:8])[CH3:7].C1(C)C=CC=CC=1.[C:77]([CH2:79][CH2:80][O:81][P:82]([N:90](C(C)C)C(C)C)N(C(C)C)C(C)C)#N.C(OCC)(=[O:99])C. The catalyst is C(#N)C.ClCCl.CCCCCC. The product is [NH:38]1[CH2:42][CH2:41][CH2:40][CH2:39]1.[P:82]([O:81][C@H:80]1[CH2:79][CH2:77][C@@:21]2([CH3:20])[C:16](=[CH:15][CH2:14][C@@H:13]3[C@@H:22]2[CH2:23][CH2:24][C@@:25]2([CH3:26])[C@H:12]3[CH2:11][CH2:10][C@@H:9]2[C@H:2]([CH3:1])[CH2:3][CH2:4][CH2:5][CH:6]([CH3:8])[CH3:7])[CH2:17]1)([NH2:90])[OH:99]. The yield is 0.840. (7) The reactants are [F:1][C:2]1[CH:3]=[CH:4][C:5]([O:30][CH3:31])=[C:6]([C:8]([CH3:29])([CH3:28])[CH2:9][C:10]([OH:27])(C(F)(F)F)[CH2:11][N:12]2[C:21]3[C:16](=[CH:17][CH:18]=[CH:19][CH:20]=3)[C:15](=[O:22])[CH:14]=[CH:13]2)[CH:7]=1.C(=O)([O-])[O-].[K+].[K+]. The catalyst is CN(C=O)C.C(OCC)C. The product is [F:1][C:2]1[CH:3]=[CH:4][C:5]([O:30][CH3:31])=[C:6]([C:8]([CH3:29])([CH3:28])[CH2:9][C:10](=[O:27])[CH2:11][N:12]2[C:21]3[C:16](=[CH:17][CH:18]=[CH:19][CH:20]=3)[C:15](=[O:22])[CH:14]=[CH:13]2)[CH:7]=1. The yield is 0.570. (8) The reactants are [CH2:1]([O:5][C:6]1[CH:10]=[C:9]([CH2:11][CH2:12][CH2:13][CH2:14][C:15]([OH:17])=O)[N:8]([CH2:18][C:19]2[CH:24]=[CH:23][C:22]([Cl:25])=[CH:21][C:20]=2[Cl:26])[N:7]=1)[CH2:2][CH2:3][CH3:4].[CH2:27]([S:32]([NH2:35])(=[O:34])=[O:33])[CH2:28][CH2:29][CH2:30][CH3:31].N12CCCN=C1CCCCC2. The catalyst is O1CCCC1. The product is [CH2:1]([O:5][C:6]1[CH:10]=[C:9]([CH2:11][CH2:12][CH2:13][CH2:14][C:15]([NH:35][S:32]([CH2:27][CH2:28][CH2:29][CH2:30][CH3:31])(=[O:34])=[O:33])=[O:17])[N:8]([CH2:18][C:19]2[CH:24]=[CH:23][C:22]([Cl:25])=[CH:21][C:20]=2[Cl:26])[N:7]=1)[CH2:2][CH2:3][CH3:4]. The yield is 0.500. (9) The reactants are [N+:1]([C:4]1[CH:12]=[CH:11][CH:10]=[C:9]2[C:5]=1[CH:6]=[CH:7][NH:8]2)([O-:3])=[O:2].[CH3:13][C:14]([O:17][C:18](O[C:18]([O:17][C:14]([CH3:16])([CH3:15])[CH3:13])=[O:19])=[O:19])([CH3:16])[CH3:15]. The catalyst is C(Cl)Cl.CN(C1C=CN=CC=1)C. The product is [C:18]([N:8]1[C:9]2[C:5](=[C:4]([N+:1]([O-:3])=[O:2])[CH:12]=[CH:11][CH:10]=2)[CH:6]=[CH:7]1)([O:17][C:14]([CH3:16])([CH3:15])[CH3:13])=[O:19]. The yield is 0.950.